From a dataset of Forward reaction prediction with 1.9M reactions from USPTO patents (1976-2016). Predict the product of the given reaction. (1) The product is: [CH2:36]([N:40]1[C:20]([CH2:19][C:18]([OH:17])([CH3:24])[CH3:23])=[CH:21][C:8]([C:7]([O:14][CH2:15][CH3:16])=[O:13])=[N:41]1)[CH2:37][CH2:38][CH3:39]. Given the reactants CC(C)([O-])C.[Na+].[C:7]([O:14][CH2:15][CH3:16])(=[O:13])[C:8](OCC)=O.[OH:17][C:18]([CH3:24])([CH3:23])[CH2:19][C:20](=O)[CH3:21].C([O-])(=O)C.[K+].C(O)(=O)C(O)=O.[CH2:36]([NH:40][NH2:41])[CH2:37][CH2:38][CH3:39], predict the reaction product. (2) Given the reactants CS([C:5]1[N:10]=[C:9]([C:11]2[C:19]3[C:14](=[N:15][CH:16]=[C:17]([C:20]([F:23])([F:22])[F:21])[CH:18]=3)[N:13]([S:24]([C:27]3[CH:32]=[CH:31][C:30]([CH3:33])=[CH:29][CH:28]=3)(=[O:26])=[O:25])[CH:12]=2)[C:8]([C:34]#[N:35])=[CH:7][N:6]=1)(=O)=O.[NH2:36][C@@H:37]1[CH2:42][CH2:41][CH2:40][C@H:39]([NH:43][C:44](=[O:50])[O:45][C:46]([CH3:49])([CH3:48])[CH3:47])[CH2:38]1.C(N(CC)C(C)C)(C)C, predict the reaction product. The product is: [C:34]([C:8]1[C:9]([C:11]2[C:19]3[C:14](=[N:15][CH:16]=[C:17]([C:20]([F:21])([F:23])[F:22])[CH:18]=3)[N:13]([S:24]([C:27]3[CH:28]=[CH:29][C:30]([CH3:33])=[CH:31][CH:32]=3)(=[O:25])=[O:26])[CH:12]=2)=[N:10][C:5]([NH:36][C@H:37]2[CH2:42][CH2:41][CH2:40][C@@H:39]([NH:43][C:44](=[O:50])[O:45][C:46]([CH3:48])([CH3:47])[CH3:49])[CH2:38]2)=[N:6][CH:7]=1)#[N:35].